From a dataset of Drug-target binding data from BindingDB using Ki measurements. Regression. Given a target protein amino acid sequence and a drug SMILES string, predict the binding affinity score between them. We predict pKi (pKi = -log10(Ki in M); higher means stronger inhibition). Dataset: bindingdb_ki. (1) The drug is COc1ccccc1CNCCCCCCNCCCCCCCCNCCCCCCNCc1ccccc1OC. The target protein sequence is YETVEMVFIATVTGSLSLVTVVGNILVMLSIKVNRQLQTVNNYFLFSLACADLIIGAFSMNLYTVYIIKGYWPLGAVVCDLWLALDYVVSNASVMNLLIISFDRYFCVTKPLTYPARRTTKMAGLMIAAAWVLSFVLWAPAILFWQFVVGKRTVPDNQCFIQFLSNPAVTFGTAIAAFYLPVVIMTVLYVHISLASRSRVHKHRPEGPKEKKAKPLAFLKSPLMKQSVKKPPPGEAAARGELRNGKLEEAPPPVLPPPPRPVADKDTSNESSSGSATQNTKERPPTELSTTEATTPAAPAPPLQPRTLNPASKWSKIQIVTKQTGNECVTAIEIVPATPAGMRPAANVARKFASIARNQVRKKRQMAARERKVTRTIFAILLAFILTWTPYNVMVLVNTFCQSCIPDTVWSIGYWLCYVNSTINPACYALCNATFKKTFRHLLLCQYRNIGTAR. The pKi is 7.5. (2) The drug is CC[C@H](C)[C@H](NC(=O)[C@@H](N)[C@@H](C)O)C(=O)N[C@H](C(=O)N[C@@H](Cc1ccc(O)cc1)C(=O)N[C@@H](CC(=O)O)C(=O)N[C@@H](Cc1ccccc1)C(=O)O)[C@@H](C)O. The target protein (P23724) has sequence MATIASEYSSEASNTPIEHQFNPYGDNGGTILGIAGEDFAVLAGDTRNITDYSINSRYEPKVFDCGDNIVMSANGFAADGDALVKRFKNSVKWYHFDHNDKKLSINSAARNIQHLLYGKRFFPYYVHTIIAGLDEDGKGAVYSFDPVGSYEREQCRAGGAAASLIMPFLDNQVNFKNQYEPGTNGKVKKPLKYLSVEEVIKLVRDSFTSATERHIQVGDGLEILIVTKDGVRKEFYELKRD. The pKi is 3.2. (3) The drug is CP(=O)(O)CC[C@H](N)C(=O)O. The target protein (P0A9C5) has sequence MSAEHVLTMLNEHEVKFVDLRFTDTKGKEQHVTIPAHQVNAEFFEEGKMFDGSSIGGWKGINESDMVLMPDASTAVIDPFFADSTLIIRCDILEPGTLQGYDRDPRSIAKRAEDYLRSTGIADTVLFGPEPEFFLFDDIRFGSSISGSHVAIDDIEGAWNSSTQYEGGNKGHRPAVKGGYFPVPPVDSAQDIRSEMCLVMEQMGLVVEAHHHEVATAGQNEVATRFNTMTKKADEIQIYKYVVHNVAHRFGKTATFMPKPMFGDNGSGMHCHMSLSKNGVNLFAGDKYAGLSEQALYYIGGVIKHAKAINALANPTTNSYKRLVPGYEAPVMLAYSARNRSASIRIPVVSSPKARRIEVRFPDPAANPYLCFAALLMAGLDGIKNKIHPGEAMDKNLYDLPPEEAKEIPQVAGSLEEALNELDLDREFLKAGGVFTDEAIDAYIALRREEDDRVRMTPHPVEFELYYSV. The pKi is 6.2. (4) The pKi is 9.2. The compound is NC(=NCc1ccc(Cl)cc1)SCCCc1cnc[nH]1. The target protein (P58406) has sequence MERAPPDGLMNASGALAGEAAAAGGARGFSAAWTAVLAALMALLIVATVLGNALVMLAFVADSSLRTQNNFFLLNLAISDFLVGAFCIPLYVPYVLTGRWTFGRGLCKLWLVVDYLLCASSVFNIVLISYDRFLSVTRAVSYRAQQGDTRRAVRKMALVWVLAFLLYGPAILSWEYLSGGSSIPEGHCYAEFFYNWYFLITASTLEFFTPFLSVTFFNLSIYLNIQRRTRLRLDGGREAGPEPPPDAQPSPPPAPPSCWGCWPKGHGEAMPLHRYGVGEAGPGVETGEAGLGGGSGGGAAASPTSSSGSSSRGTERPRSLKRGSKPSASSASLEKRMKMVSQSITQRFRLSRDKKVAKSLAIIVSIFGLCWAPYTLLMIIRAACHGHCVPDYWYETSFWLLWANSAVNPVLYPLCHYSFRRAFTKLLCPQKLKVQPHGSLEQCWK. (5) The compound is CC(C)(O/N=C(\C(=O)N[C@@H]1C(=O)N2C(C(=O)[O-])=C(C[n+]3ccccc3)CS[C@H]12)c1csc(N)n1)C(=O)O. The target protein (Q63424) has sequence MNPFQKNESKETLFSPVSTEEMLPRPPSPPKKSPPKIFGSSYPVSIAFIVVNEFCERFSYYGMKAVLTLYFLYFLHWNEDTSTSVYHAFSSLCYFTPILGAAIADSWLGKFKTIIYLSLVYVLGHVFKSLGAIPILGGKMLHTILSLVGLSLIALGTGGIKPCVAAFGGDQFEEEHAEARTRYFSVFYLAINAGSLISTFITPMLRGDVKCFGQDCYALAFGVPGLLMVLALVVFAMGSKMYRKPPPEGNIVAQVIKCIWFALCNRFRNRSGDLPKRQHWLDWAAEKYPKHLIADVKALTRVLFLYIPLPMFWALLDQQGSRWTLQANKMNGDLGFFVLQPDQMQVLNPFLVLIFIPLFDLVIYRLISKCRINFSSLRKMAVGMILACLAFAVAALVETKINGMIHPQPASQEIFLQVLNLADGDVKVTVLGSRNNSLLVESVSSFQNTTHYSKLHLEAKSQDLHFHLKYNSLSVHNDHSVEEKNCYQLLIHQDGESISS.... The pKi is 2.0. (6) The drug is C[C@@H](N)Cc1ccc2c(c1)OCO2. The target is MLLARMKPQVQPELGGADQ. The pKi is 6.5. (7) The small molecule is CC(N)Cc1ccccc1. The target is MLLARMKPQVQPELGGADQ. The pKi is 6.0. (8) The small molecule is CN1C(=O)CN=C(c2ccccc2F)c2cc([N+](=O)[O-])ccc21. The target protein (P62813) has sequence MKKSRGLSDYLWAWTLILSTLSGRSYGQPSQDELKDNTTVFTRILDRLLDGYDNRLRPGLGERVTEVKTDIFVTSFGPVSDHDMEYTIDVFFRQSWKDERLKFKGPMTVLRLNNLMASKIWTPDTFFHNGKKSVAHNMTMPNKLLRITEDGTLLYTMRLTVRAECPMHLEDFPMDAHACPLKFGSYAYTRAEVVYEWTREPARSVVVAEDGSRLNQYDLLGQTVDSGIVQSSTGEYVVMTTHFHLKRKIGYFVIQTYLPCIMTVILSQVSFWLNRESVPARTVFGVTTVLTMTTLSISARNSLPKVAYATAMDWFIAVCYAFVFSALIEFATVNYFTKRGYAWDGKSVVPEKPKKVKDPLIKKNNTYAPTATSYTPNLARGDPGLATIAKSATIEPKEVKPETKPPEPKKTFNSVSKIDRLSRIAFPLLFGIFNLVYWATYLNREPQLKAPTPHQ. The pKi is 5.5. (9) The compound is COc1ccc(N)cc1-c1nc(C2SC[C@@H](C(=O)O)N2C)cs1. The target protein (P42512) has sequence MKTETKVIKGRQGIARNRHTPLCLGLLLALSPLAAAVADARKDGETELPDMVISGESTSATQPPGVTTLGKVPLKPRELPQSASVIDHERLEQQNLFSLDEAMQQATGVTVQPFQLLTTAYYVRGFKVDSFELDGVPALLGNTASSPQDMAIYERVEILRGSNGLLHGTGNPAATVNLVRKRPQREFAASTTLSAGRWDRYRAEVDVGGPLSASGNVRGRAVAAYEDRDYFYDVADQGTRLLYGVTEFDLSPDTLLTVGAQYQHIDSITNMAGVPMAKDGSNLGLSRDTYLDVDWDRFKWDTYRAFGSLEQQLGGGWKGKVSAEYQEADSRLRYAGSFGAIDPQTGDGGQLMGAAYKFKSIQRSLDANLNGPVRLFGLTHELLGGVTYAQGETRQDTARFLNLPNTPVNVYRWDPHGVPRPQIGQYTSPGTTTTTQKGLYALGRIKLAEPLTLVVGGRESWWDQDTPATRFKPGRQFTPYGGLIWDFARDWSWYVSYAEV.... The pKi is 6.3.